From a dataset of Full USPTO retrosynthesis dataset with 1.9M reactions from patents (1976-2016). Predict the reactants needed to synthesize the given product. (1) Given the product [OH:12][C:10]([CH3:13])([CH3:11])[CH2:9][O:8][C:5]1[N:6]=[CH:7][C:2]([C:29]2[CH:28]=[CH:27][C:26]([C@@H:24]([N:20]3[CH2:19][CH2:18][C@:17]([CH2:16][C:15]([OH:14])([CH3:47])[CH3:48])([C:41]4[CH:46]=[CH:45][CH:44]=[CH:43][CH:42]=4)[O:22][C:21]3=[O:23])[CH3:25])=[CH:31][CH:30]=2)=[CH:3][CH:4]=1, predict the reactants needed to synthesize it. The reactants are: Br[C:2]1[CH:3]=[CH:4][C:5]([O:8][CH2:9][C:10]([CH3:13])([OH:12])[CH3:11])=[N:6][CH:7]=1.[OH:14][C:15]([CH3:48])([CH3:47])[CH2:16][C@@:17]1([C:41]2[CH:46]=[CH:45][CH:44]=[CH:43][CH:42]=2)[O:22][C:21](=[O:23])[N:20]([C@H:24]([C:26]2[CH:31]=[CH:30][C:29](B3OC(C)(C)C(C)(C)O3)=[CH:28][CH:27]=2)[CH3:25])[CH2:19][CH2:18]1.C([O-])(O)=O.[Na+]. (2) Given the product [C:25]([O:17][C:16](=[O:15])[NH:9][C:8]1[CH:10]=[CH:11][C:5]([I:4])=[CH:6][C:7]=1[N+:12]([O-:14])=[O:13])([CH3:24])([CH3:26])[CH3:2], predict the reactants needed to synthesize it. The reactants are: [N-]=[C:2]=O.[I:4][C:5]1[CH:11]=[CH:10][C:8]([NH2:9])=[C:7]([N+:12]([O-:14])=[O:13])[CH:6]=1.[O:15]=[C:16](Cl)[O:17]C(Cl)(Cl)Cl.C(O)[CH2:24][CH2:25][CH3:26]. (3) Given the product [F:1][C:2]1[CH:3]=[C:4]2[N:10]([S:11]([C:14]3[CH:20]=[CH:19][C:17]([CH3:18])=[CH:16][CH:15]=3)(=[O:13])=[O:12])[CH:9]=[CH:8][C:5]2=[N+:6]([O-:29])[CH:7]=1, predict the reactants needed to synthesize it. The reactants are: [F:1][C:2]1[CH:3]=[C:4]2[N:10]([S:11]([C:14]3[CH:20]=[CH:19][C:17]([CH3:18])=[CH:16][CH:15]=3)(=[O:13])=[O:12])[CH:9]=[CH:8][C:5]2=[N:6][CH:7]=1.C1C=C(Cl)C=C(C(OO)=[O:29])C=1. (4) Given the product [CH2:14]([O:21][CH2:22][CH2:23][CH:4]([C:5]([O:7][CH2:8][CH3:9])=[O:6])[C:3]([O:11][CH2:12][CH3:13])=[O:10])[C:15]1[CH:20]=[CH:19][CH:18]=[CH:17][CH:16]=1, predict the reactants needed to synthesize it. The reactants are: [H-].[Na+].[C:3]([O:11][CH2:12][CH3:13])(=[O:10])[CH2:4][C:5]([O:7][CH2:8][CH3:9])=[O:6].[CH2:14]([O:21][CH2:22][CH2:23]Br)[C:15]1[CH:20]=[CH:19][CH:18]=[CH:17][CH:16]=1.Cl. (5) Given the product [Cl:29][C:30]1[CH:31]=[C:32]([CH:42]=[C:43]([Cl:45])[CH:44]=1)[O:33][C:34]1[NH:38][C:37]([C:39]([NH:1][C@H:2]([C:23]2[CH:24]=[CH:25][CH:26]=[CH:27][CH:28]=2)[CH2:3][CH2:4][N:5]2[CH2:10][CH2:9][CH:8]([C:11]3[CH:16]=[CH:15][CH:14]=[C:13]([NH:17][C:18](=[O:22])[CH:19]([CH3:21])[CH3:20])[CH:12]=3)[CH2:7][CH2:6]2)=[O:40])=[CH:36][CH:35]=1, predict the reactants needed to synthesize it. The reactants are: [NH2:1][C@H:2]([C:23]1[CH:28]=[CH:27][CH:26]=[CH:25][CH:24]=1)[CH2:3][CH2:4][N:5]1[CH2:10][CH2:9][CH:8]([C:11]2[CH:12]=[C:13]([NH:17][C:18](=[O:22])[CH:19]([CH3:21])[CH3:20])[CH:14]=[CH:15][CH:16]=2)[CH2:7][CH2:6]1.[Cl:29][C:30]1[CH:31]=[C:32]([CH:42]=[C:43]([Cl:45])[CH:44]=1)[O:33][C:34]1[NH:38][C:37]([C:39](Cl)=[O:40])=[CH:36][CH:35]=1.